From a dataset of Reaction yield outcomes from USPTO patents with 853,638 reactions. Predict the reaction yield, written as a fraction of the theoretical maximum amount of product (1.0 means a 100% yield; for example, 0.34 means a 34% yield). (1) The reactants are [NH2:1][C:2]1([CH2:5][OH:6])[CH2:4][CH2:3]1.C(N(CC)CC)C.Cl[Si:15]([C:18]([CH3:21])([CH3:20])[CH3:19])([CH3:17])[CH3:16]. The catalyst is CN(C)C1C=CN=CC=1.ClCCl. The product is [Si:15]([O:6][CH2:5][C:2]1([NH2:1])[CH2:4][CH2:3]1)([C:18]([CH3:21])([CH3:20])[CH3:19])([CH3:17])[CH3:16]. The yield is 0.780. (2) The reactants are Cl.[S:2]([N:12]1[C:16]2=[N:17][CH:18]=[C:19]([CH2:21][NH2:22])[N:20]=[C:15]2[CH:14]=[CH:13]1)([C:5]1[CH:11]=[CH:10][C:8]([CH3:9])=[CH:7][CH:6]=1)(=[O:4])=[O:3].[C:23](N1C=CN=C1)(N1C=CN=C1)=[S:24].[NH:35]1[CH2:39][CH2:38][CH:37]([NH:40][C:41](=[O:47])[O:42][C:43]([CH3:46])([CH3:45])[CH3:44])[CH2:36]1.C([O-])(O)=O.[Na+]. The catalyst is C(Cl)Cl. The product is [S:2]([N:12]1[C:16]2=[N:17][CH:18]=[C:19]([CH2:21][NH:22][C:23]([N:35]3[CH2:39][CH2:38][CH:37]([NH:40][C:41](=[O:47])[O:42][C:43]([CH3:44])([CH3:46])[CH3:45])[CH2:36]3)=[S:24])[N:20]=[C:15]2[CH:14]=[CH:13]1)([C:5]1[CH:6]=[CH:7][C:8]([CH3:9])=[CH:10][CH:11]=1)(=[O:3])=[O:4]. The yield is 0.690. (3) The reactants are [CH2:1]([C:5]1[CH:6]=[CH:7][C:8]2[O:12][CH2:11][C:10]([CH3:14])([CH3:13])[C:9]=2[CH:15]=1)[CH:2]([CH3:4])[CH3:3].[Br-:16].[Br-].[Br-].[NH+]1C=CC=CC=1.[NH+]1C=CC=CC=1.[NH+]1C=CC=CC=1. The catalyst is ClCCl. The product is [Br:16][C:7]1[C:8]2[O:12][CH2:11][C:10]([CH3:13])([CH3:14])[C:9]=2[CH:15]=[C:5]([CH2:1][CH:2]([CH3:4])[CH3:3])[CH:6]=1. The yield is 0.680. (4) The reactants are [Br:1][C:2]1[CH:3]=[N:4][N:5]2[CH:10]=[CH:9][C:8]([N:11]3[CH2:16][CH2:15][NH:14][CH2:13][CH2:12]3)=[N:7][C:6]=12.[C:17](Cl)(=[O:28])[O:18][C:19]1[CH:24]=[CH:23][C:22]([N+:25]([O-:27])=[O:26])=[CH:21][CH:20]=1. The catalyst is CCOC(C)=O. The product is [N+:25]([C:22]1[CH:21]=[CH:20][C:19]([O:18][C:17]([N:14]2[CH2:15][CH2:16][N:11]([C:8]3[CH:9]=[CH:10][N:5]4[N:4]=[CH:3][C:2]([Br:1])=[C:6]4[N:7]=3)[CH2:12][CH2:13]2)=[O:28])=[CH:24][CH:23]=1)([O-:27])=[O:26]. The yield is 1.00. (5) The reactants are [NH2:1][C@@H:2]1[C:11]2[C:6](=[CH:7][CH:8]=[CH:9][CH:10]=2)[C@H:5]([OH:12])[CH2:4][CH2:3]1.[H-].[Na+].F[C:16]1[CH:17]=[CH:18][C:19]2[N:20]([C:22]([N:25]3[CH2:30][CH2:29][CH2:28][C@@H:27]([CH2:31][O:32][Si:33]([CH:40]([CH3:42])[CH3:41])([CH:37]([CH3:39])[CH3:38])[CH:34]([CH3:36])[CH3:35])[CH2:26]3)=[N:23][N:24]=2)[CH:21]=1. The catalyst is CN(C=O)C. The product is [CH:40]([Si:33]([CH:34]([CH3:36])[CH3:35])([CH:37]([CH3:39])[CH3:38])[O:32][CH2:31][C@@H:27]1[CH2:28][CH2:29][CH2:30][N:25]([C:22]2[N:20]3[CH:21]=[C:16]([O:12][C@H:5]4[C:6]5[C:11](=[CH:10][CH:9]=[CH:8][CH:7]=5)[C@@H:2]([NH2:1])[CH2:3][CH2:4]4)[CH:17]=[CH:18][C:19]3=[N:24][N:23]=2)[CH2:26]1)([CH3:41])[CH3:42]. The yield is 0.570. (6) The reactants are C(NC(C)C)(C)C.C([Li])CCC.[Li+].CC([N-]C(C)C)C.[Si:21]([O:38][CH2:39][C:40]1[C:45]([N:46]2[CH2:51][C@H:50]([CH3:52])[O:49][C@H:48]([CH3:53])[CH2:47]2)=[C:44]([Cl:54])[C:43]([F:55])=[CH:42][N:41]=1)([C:34]([CH3:37])([CH3:36])[CH3:35])([C:28]1[CH:33]=[CH:32][CH:31]=[CH:30][CH:29]=1)[C:22]1[CH:27]=[CH:26][CH:25]=[CH:24][CH:23]=1.[CH3:56][N:57]1[CH:61]=[CH:60][N:59]=[C:58]1[CH:62]=[O:63]. The catalyst is C1COCC1. The product is [Si:21]([O:38][CH2:39][C:40]1[N:41]=[C:42]([CH:62]([C:58]2[N:57]([CH3:56])[CH:61]=[CH:60][N:59]=2)[OH:63])[C:43]([F:55])=[C:44]([Cl:54])[C:45]=1[N:46]1[CH2:51][C@H:50]([CH3:52])[O:49][C@H:48]([CH3:53])[CH2:47]1)([C:34]([CH3:37])([CH3:35])[CH3:36])([C:28]1[CH:33]=[CH:32][CH:31]=[CH:30][CH:29]=1)[C:22]1[CH:23]=[CH:24][CH:25]=[CH:26][CH:27]=1. The yield is 0.660. (7) The reactants are [C:1]1([S:7]([N:10]2[C:14]3=[N:15][CH:16]=[CH:17][CH:18]=[C:13]3[CH:12]=[C:11]2[C:19](OS(C2C=CC(C)=CC=2)(=O)=O)=[CH:20][CH:21]([CH3:23])[CH3:22])(=[O:9])=[O:8])[CH:6]=[CH:5][CH:4]=[CH:3][CH:2]=1.CC1(C)C(C)(C)OB([C:43]2[CH:44]=[C:45]([N:49]3[CH:53]=[CH:52][CH:51]=[N:50]3)[CH:46]=[CH:47][CH:48]=2)O1.C(=O)([O-])[O-].[Na+].[Na+]. The catalyst is O1CCOCC1.C(OCC)(=O)C.Cl[Pd](Cl)([P](C1C=CC=CC=1)(C1C=CC=CC=1)C1C=CC=CC=1)[P](C1C=CC=CC=1)(C1C=CC=CC=1)C1C=CC=CC=1. The product is [N:49]1([C:45]2[CH:44]=[C:43]([C:19]([C:11]3[N:10]([S:7]([C:1]4[CH:2]=[CH:3][CH:4]=[CH:5][CH:6]=4)(=[O:9])=[O:8])[C:14]4=[N:15][CH:16]=[CH:17][CH:18]=[C:13]4[CH:12]=3)=[CH:20][CH:21]([CH3:23])[CH3:22])[CH:48]=[CH:47][CH:46]=2)[CH:53]=[CH:52][CH:51]=[N:50]1. The yield is 0.601. (8) The reactants are [N+:1]([O:4][CH2:5][CH2:6][CH2:7][CH2:8][C:9]([OH:11])=O)([O-:3])=[O:2].[CH2:12]([N:14](CC)CC)C.ClC(OCC)=O.CN.S([O-])([O-])(=O)=O.[Na+].[Na+]. The catalyst is ClCCl. The product is [CH3:12][NH:14][C:9](=[O:11])[CH2:8][CH2:7][CH2:6][CH2:5][O:4][N+:1]([O-:3])=[O:2]. The yield is 0.470.